This data is from Full USPTO retrosynthesis dataset with 1.9M reactions from patents (1976-2016). The task is: Predict the reactants needed to synthesize the given product. (1) Given the product [Br:2][C:3]1[CH:4]=[C:5]([N:9]2[C:29]([C:30]3[CH:35]=[CH:34][CH:33]=[CH:32][CH:31]=3)=[N:28][C:26]([CH3:27])=[N:10]2)[CH:6]=[CH:7][CH:8]=1, predict the reactants needed to synthesize it. The reactants are: Cl.[Br:2][C:3]1[CH:4]=[C:5]([NH:9][NH2:10])[CH:6]=[CH:7][CH:8]=1.C(Cl)(Cl)(Cl)Cl.C(N(CC)CC)C.C(O[C:26](=[N:28][C:29](=O)[C:30]1[CH:35]=[CH:34][CH:33]=[CH:32][CH:31]=1)[CH3:27])C. (2) Given the product [C:26]1([C:29]2[CH:30]=[CH:31][CH:32]=[CH:33][CH:34]=2)[CH:25]=[CH:24][C:23]([O:22][CH2:21][CH2:20][CH2:19][CH2:18][CH2:17][CH:7]([C:6](=[O:12])[C:5]([O:4][CH3:3])([O:14][CH3:15])[CH3:13])[C:8]([O:10][CH3:11])=[O:9])=[CH:28][CH:27]=1, predict the reactants needed to synthesize it. The reactants are: [H-].[Na+].[CH3:3][O:4][C:5]([O:14][CH3:15])([CH3:13])[C:6](=[O:12])[CH2:7][C:8]([O:10][CH3:11])=[O:9].I[CH2:17][CH2:18][CH2:19][CH2:20][CH2:21][O:22][C:23]1[CH:28]=[CH:27][C:26]([C:29]2[CH:34]=[CH:33][CH:32]=[CH:31][CH:30]=2)=[CH:25][CH:24]=1. (3) Given the product [ClH:18].[CH2:10]([C:2]1[CH:9]=[CH:8][CH:7]=[CH:6][C:3]=1[CH2:4][NH2:5])[CH2:11][CH3:12], predict the reactants needed to synthesize it. The reactants are: Br[C:2]1[CH:9]=[CH:8][CH:7]=[CH:6][C:3]=1[C:4]#[N:5].[CH2:10](SSCCC)[CH2:11][CH3:12].[ClH:18].C(S(C1C=CC=CC=1CN)(=O)=O)(C)C. (4) Given the product [CH2:1]([O:8][N:59]([CH2:58][C@H:46]([C:45]([NH:29][NH:28][C:25]1[CH:24]=[CH:23][CH:22]=[CH:27][N:26]=1)=[O:44])[CH2:33][CH2:34][CH2:35][CH2:36][CH3:37])[CH:61]=[O:62])[C:2]1[CH:3]=[CH:4][CH:5]=[CH:6][CH:7]=1, predict the reactants needed to synthesize it. The reactants are: [CH2:1]([O:8]C(NC[C@@H](CCCCC)C(O)=O)=O)[C:2]1[CH:7]=[CH:6][CH:5]=[CH:4][CH:3]=1.[CH:22]1[CH:27]=[N:26][C:25]2[N:28](O)[N:29]=N[C:24]=2[CH:23]=1.N1[CH:37]=[CH:36][CH:35]=[CH:34][C:33]=1NN.CN1[CH2:46][CH2:45][O:44]CC1.CCN=C=NCCCN(C)C.[CH3:58][N:59]([CH:61]=[O:62])C. (5) Given the product [CH2:23]([N:30]1[CH2:35][CH2:34][O:33][CH:32]([CH2:41][C:40]2[CH:43]=[CH:44][CH:45]=[C:38]([Br:37])[CH:39]=2)[C:31]1=[O:36])[C:24]1[CH:25]=[CH:26][CH:27]=[CH:28][CH:29]=1, predict the reactants needed to synthesize it. The reactants are: C(N1CCO[C@H](CC2C=CC=C(CO)C=2)C1)(OC(C)(C)C)=O.[CH2:23]([N:30]1[CH2:35][CH2:34][O:33][CH2:32][C:31]1=[O:36])[C:24]1[CH:29]=[CH:28][CH:27]=[CH:26][CH:25]=1.[Br:37][C:38]1[CH:39]=[C:40]([CH:43]=[CH:44][CH:45]=1)[CH2:41]Br. (6) Given the product [CH3:36][O:35][C:33](=[O:34])[C:32]1[CH:31]=[CH:30][C:29]([O:8][C:6]2[CH:5]=[CH:4][C:3]([CH:9]([CH3:25])[C:10]([C:16]3[CH:17]=[C:18]([CH3:24])[C:19](=[O:23])[N:20]([CH3:22])[CH:21]=3)([OH:15])[C:11]([F:13])([F:14])[F:12])=[C:2]([Cl:1])[CH:7]=2)=[CH:28][C:27]=1[Cl:26], predict the reactants needed to synthesize it. The reactants are: [Cl:1][C:2]1[CH:7]=[C:6]([OH:8])[CH:5]=[CH:4][C:3]=1[CH:9]([CH3:25])[C:10]([C:16]1[CH:17]=[C:18]([CH3:24])[C:19](=[O:23])[N:20]([CH3:22])[CH:21]=1)([OH:15])[C:11]([F:14])([F:13])[F:12].[Cl:26][C:27]1[CH:28]=[C:29](B(O)O)[CH:30]=[CH:31][C:32]=1[C:33]([O:35][CH3:36])=[O:34]. (7) Given the product [CH2:12]([O:14][C:15](=[O:19])/[CH:16]=[C:17](/[O:10][C:6]1[CH:7]=[CH:8][CH:9]=[C:4]([O:3][CH2:1][CH3:2])[C:5]=1[F:11])\[CH3:18])[CH3:13], predict the reactants needed to synthesize it. The reactants are: [CH2:1]([O:3][C:4]1[C:5]([F:11])=[C:6]([OH:10])[CH:7]=[CH:8][CH:9]=1)[CH3:2].[CH2:12]([O:14][C:15](=[O:19])[C:16]#[C:17][CH3:18])[CH3:13].N12CCCN=C1CCCCC2. (8) Given the product [CH3:3][O:4][C:5](=[O:35])[C:6]1[CH:11]=[C:10]([O:12][C:13]2[CH:18]=[CH:17][C:16]([NH2:19])=[C:15]([CH:22]=[CH2:23])[CH:14]=2)[CH:9]=[CH:8][C:7]=1[NH:24][S:25]([C:28]1[CH:29]=[CH:30][C:31]([CH3:34])=[CH:32][CH:33]=1)(=[O:27])=[O:26], predict the reactants needed to synthesize it. The reactants are: [Cl-].[NH4+].[CH3:3][O:4][C:5](=[O:35])[C:6]1[CH:11]=[C:10]([O:12][C:13]2[CH:18]=[CH:17][C:16]([N+:19]([O-])=O)=[C:15]([CH:22]=[CH2:23])[CH:14]=2)[CH:9]=[CH:8][C:7]=1[NH:24][S:25]([C:28]1[CH:33]=[CH:32][C:31]([CH3:34])=[CH:30][CH:29]=1)(=[O:27])=[O:26]. (9) Given the product [OH:38][CH:12]([C:11]1[C:10]2[C:5](=[CH:6][CH:7]=[C:8]([O:31][CH3:32])[CH:9]=2)[N:4]=[CH:3][C:2]=1[Cl:1])[CH2:13][CH2:14][CH:15]1[CH2:20][CH2:19][N:18]([C:21]([O:23][C:24]([CH3:27])([CH3:25])[CH3:26])=[O:22])[CH2:17][CH:16]1[C:28]([OH:30])=[O:29], predict the reactants needed to synthesize it. The reactants are: [Cl:1][C:2]1[CH:3]=[N:4][C:5]2[C:10]([C:11]=1[CH2:12][CH2:13][CH2:14][CH:15]1[CH2:20][CH2:19][N:18]([C:21]([O:23][C:24]([CH3:27])([CH3:26])[CH3:25])=[O:22])[CH2:17][CH:16]1[C:28]([OH:30])=[O:29])=[CH:9][C:8]([O:31][CH3:32])=[CH:7][CH:6]=2.O=O.CC(C)([O-:38])C.[K+].C(OC)(=O)C.